This data is from Reaction yield outcomes from USPTO patents with 853,638 reactions. The task is: Predict the reaction yield, written as a fraction of the theoretical maximum amount of product (1.0 means a 100% yield; for example, 0.34 means a 34% yield). (1) The yield is 0.420. The reactants are [OH:1][CH2:2][CH2:3][O:4][C:5]1[CH:10]=[CH:9][C:8]([C:11]([C:13]2[CH:18]=[CH:17][C:16]([OH:19])=[CH:15][CH:14]=2)=O)=[CH:7][CH:6]=1.[CH3:20][C:21]1([CH3:30])[CH2:26][C:25]([CH3:28])([CH3:27])[CH2:24][C:23](=O)[CH2:22]1. The product is [OH:1][CH2:2][CH2:3][O:4][C:5]1[CH:10]=[CH:9][C:8]([C:11](=[C:23]2[CH2:24][C:25]([CH3:28])([CH3:27])[CH2:26][C:21]([CH3:30])([CH3:20])[CH2:22]2)[C:13]2[CH:18]=[CH:17][C:16]([OH:19])=[CH:15][CH:14]=2)=[CH:7][CH:6]=1. The catalyst is C1COCC1.[Zn].Cl[Ti](Cl)(Cl)Cl. (2) The reactants are C(OC([N:8]1[CH2:13][CH2:12][N:11]([C:14]2[CH:15]=[C:16]([N:20]3[CH2:29][C@H:28]4[N:24]([CH2:25][CH2:26][CH2:27]4)[C:23]4[N:30]=[C:31]([NH:34][CH2:35][CH3:36])[N:32]=[CH:33][C:22]=4[C:21]3=[O:37])[CH:17]=[N:18][CH:19]=2)[CH2:10][CH2:9]1)=O)(C)(C)C.Cl.C(O)C. The catalyst is C(O)C. The product is [CH2:35]([NH:34][C:31]1[N:32]=[CH:33][C:22]2[C:21](=[O:37])[N:20]([C:16]3[CH:17]=[N:18][CH:19]=[C:14]([N:11]4[CH2:12][CH2:13][NH:8][CH2:9][CH2:10]4)[CH:15]=3)[CH2:29][C@H:28]3[N:24]([CH2:25][CH2:26][CH2:27]3)[C:23]=2[N:30]=1)[CH3:36]. The yield is 0.680.